Dataset: CYP2C19 inhibition data for predicting drug metabolism from PubChem BioAssay. Task: Regression/Classification. Given a drug SMILES string, predict its absorption, distribution, metabolism, or excretion properties. Task type varies by dataset: regression for continuous measurements (e.g., permeability, clearance, half-life) or binary classification for categorical outcomes (e.g., BBB penetration, CYP inhibition). Dataset: cyp2c19_veith. (1) The compound is COC(=O)CCC(=O)NNC(=O)c1ccc(Br)cc1. The result is 0 (non-inhibitor). (2) The compound is COc1ccccc1CN1CCCC2(CCN(C(=O)c3ccncc3)CC2)C1. The result is 0 (non-inhibitor).